Dataset: Forward reaction prediction with 1.9M reactions from USPTO patents (1976-2016). Task: Predict the product of the given reaction. (1) Given the reactants C1C2C(COC(=O)[NH:17][C:18]3[CH:23]=[CH:22][C:21]([S:24][C:25]4[CH:30]=[CH:29][C:28]([C:31](=[O:42])[NH:32][C:33]5[S:34][C:35]([C:38]([CH3:41])([CH3:40])[CH3:39])=[CH:36][N:37]=5)=[CH:27][C:26]=4[NH:43][C:44]4[C:45]5[CH:53]=[CH:52][C:51]([CH:54]([CH3:56])[CH3:55])=[N:50][C:46]=5[N:47]=[CH:48][N:49]=4)=[CH:20][CH:19]=3)C3C(=CC=CC=3)C=2C=CC=1.O.[OH-].[Li+].Cl, predict the reaction product. The product is: [NH2:17][C:18]1[CH:23]=[CH:22][C:21]([S:24][C:25]2[CH:30]=[CH:29][C:28]([C:31]([NH:32][C:33]3[S:34][C:35]([C:38]([CH3:39])([CH3:40])[CH3:41])=[CH:36][N:37]=3)=[O:42])=[CH:27][C:26]=2[NH:43][C:44]2[C:45]3[CH:53]=[CH:52][C:51]([CH:54]([CH3:56])[CH3:55])=[N:50][C:46]=3[N:47]=[CH:48][N:49]=2)=[CH:20][CH:19]=1. (2) Given the reactants BrCC1C=C(C2OC=CC=2)N(C)N=1.[CH:14]([C:17]1[N:21]=[C:20]([CH2:22]P(=O)(OCC)OCC)[O:19][N:18]=1)([CH3:16])[CH3:15].[C:31]([O:35][C:36]([N:38]1[CH2:43][CH2:42][C:41](=O)[CH2:40][CH2:39]1)=[O:37])([CH3:34])([CH3:33])[CH3:32], predict the reaction product. The product is: [C:31]([O:35][C:36]([N:38]1[CH2:43][CH2:42][C:41](=[CH:22][C:20]2[O:19][N:18]=[C:17]([CH:14]([CH3:15])[CH3:16])[N:21]=2)[CH2:40][CH2:39]1)=[O:37])([CH3:34])([CH3:32])[CH3:33]. (3) Given the reactants [OH-:1].[Na+].Cl.[NH2:4]O.[CH3:6][C:7]1[CH:14]=[CH:13][CH:12]=[CH:11][C:8]=1[CH:9]=O, predict the reaction product. The product is: [CH3:6][C:7]1[CH:14]=[CH:13][CH:12]=[CH:11][C:8]=1/[CH:9]=[N:4]/[OH:1]. (4) Given the reactants IC1C=CC(C2CCCC(=O)C2)=CC=1.I[C:16]1[CH:21]=[CH:20][C:19]([CH:22]2[CH2:27][CH2:26][CH2:25][CH:24]([NH:28][CH:29]([C:31]3[C:40]4[C:35](=[CH:36][CH:37]=[CH:38][CH:39]=4)[CH:34]=[CH:33][CH:32]=3)[CH3:30])[CH2:23]2)=[CH:18][CH:17]=1.[CH3:41][C:42]([NH2:46])([C:44]#[CH:45])[CH3:43], predict the reaction product. The product is: [NH2:46][C:42]([CH3:43])([CH3:41])[C:44]#[C:45][C:16]1[CH:21]=[CH:20][C:19]([CH:22]2[CH2:27][CH2:26][CH2:25][CH:24]([NH:28][C@@H:29]([C:31]3[C:40]4[C:35](=[CH:36][CH:37]=[CH:38][CH:39]=4)[CH:34]=[CH:33][CH:32]=3)[CH3:30])[CH2:23]2)=[CH:18][CH:17]=1.